Dataset: Forward reaction prediction with 1.9M reactions from USPTO patents (1976-2016). Task: Predict the product of the given reaction. (1) Given the reactants [CH3:1][O-].[Na+].[F:4][CH2:5][CH2:6][O:7][CH2:8][CH2:9][O:10][CH2:11][CH2:12][O:13][C:14]1[CH:19]=[CH:18][C:17]([C:20]2[CH:21]=[C:22]3[C:27](=[CH:28][CH:29]=2)[CH:26]=[C:25]([NH2:30])[CH:24]=[CH:23]3)=[CH:16][CH:15]=1.C=O.[BH4-].[Na+], predict the reaction product. The product is: [F:4][CH2:5][CH2:6][O:7][CH2:8][CH2:9][O:10][CH2:11][CH2:12][O:13][C:14]1[CH:15]=[CH:16][C:17]([C:20]2[CH:21]=[C:22]3[C:27](=[CH:28][CH:29]=2)[CH:26]=[C:25]([NH:30][CH3:1])[CH:24]=[CH:23]3)=[CH:18][CH:19]=1. (2) Given the reactants Cl[C:2]1[C:3]([CH3:14])=[N:4][C:5]2[C:10]([N:11]=1)=[CH:9][C:8]([O:12][CH3:13])=[CH:7][CH:6]=2.C(=O)([O-])[O-:16].[Na+].[Na+], predict the reaction product. The product is: [CH3:13][O:12][C:8]1[CH:9]=[C:10]2[C:5]([N:4]=[C:3]([CH3:14])[C:2](=[O:16])[NH:11]2)=[CH:6][CH:7]=1. (3) Given the reactants [CH2:1]([N:8]1[CH:13]([CH2:14][O:15][Si:16]([C:19]([CH3:22])([CH3:21])[CH3:20])([CH3:18])[CH3:17])[CH2:12][O:11][C:10]([CH2:24][CH:25]=[O:26])([CH3:23])[C:9]1=[O:27])[C:2]1[CH:7]=[CH:6][CH:5]=[CH:4][CH:3]=1.[BH4-].[Na+].O, predict the reaction product. The product is: [CH2:1]([N:8]1[CH:13]([CH2:14][O:15][Si:16]([C:19]([CH3:20])([CH3:21])[CH3:22])([CH3:18])[CH3:17])[CH2:12][O:11][C:10]([CH2:24][CH2:25][OH:26])([CH3:23])[C:9]1=[O:27])[C:2]1[CH:3]=[CH:4][CH:5]=[CH:6][CH:7]=1. (4) Given the reactants C(=O)([O-])[O-].[K+].[K+].[N:7]1[C:11]2[CH:12]=[CH:13][CH:14]=[N:15][C:10]=2[NH:9][CH:8]=1.Br[CH2:17][CH2:18][CH2:19][CH2:20][N:21]1C(=O)C2=CC=CC=C2C1=O, predict the reaction product. The product is: [N:7]1[C:11]2[C:10](=[N:15][CH:14]=[CH:13][CH:12]=2)[N:9]([CH2:17][CH2:18][CH2:19][CH2:20][NH2:21])[CH:8]=1. (5) Given the reactants [F:1][C:2]1[C:7]([F:8])=[CH:6][CH:5]=[C:4]([N+:9]([O-])=O)[C:3]=1[NH:12][C:13]1[C:21]2[O:20][CH2:19][C@@H:18]([N:22]([C:37](=[O:42])[C:38]([F:41])([F:40])[F:39])[C:23]3[CH:36]=[CH:35][C:26]4[C@H:27]([CH2:30][C:31]([O:33][CH3:34])=[O:32])[CH2:28][O:29][C:25]=4[CH:24]=3)[C:17]=2[CH:16]=[CH:15][CH:14]=1, predict the reaction product. The product is: [NH2:9][C:4]1[C:3]([NH:12][C:13]2[C:21]3[O:20][CH2:19][C@@H:18]([N:22]([C:37](=[O:42])[C:38]([F:41])([F:40])[F:39])[C:23]4[CH:36]=[CH:35][C:26]5[C@H:27]([CH2:30][C:31]([O:33][CH3:34])=[O:32])[CH2:28][O:29][C:25]=5[CH:24]=4)[C:17]=3[CH:16]=[CH:15][CH:14]=2)=[C:2]([F:1])[C:7]([F:8])=[CH:6][CH:5]=1. (6) The product is: [NH2:23][C@@H:15]([CH2:14][C:11]1[CH:12]=[CH:13][C:8]([C:5]2[N:6]=[CH:7][C:2]([Br:1])=[CH:3][N:4]=2)=[CH:9][CH:10]=1)[C:16]([O:18][C:19]([CH3:22])([CH3:20])[CH3:21])=[O:17]. Given the reactants [Br:1][C:2]1[CH:3]=[N:4][C:5]([C:8]2[CH:13]=[CH:12][C:11]([CH2:14][C@H:15]([NH:23]C(OC(C)(C)C)=O)[C:16]([O:18][C:19]([CH3:22])([CH3:21])[CH3:20])=[O:17])=[CH:10][CH:9]=2)=[N:6][CH:7]=1.Cl, predict the reaction product. (7) Given the reactants [CH2:1]([N:3]1[C:11]2[C:10](=[O:12])[CH2:9][C:8]([CH3:14])([CH3:13])[CH2:7][C:6]=2[C:5]([CH:15]=O)=[N:4]1)[CH3:2].[Cl:17][C:18]1[N:26]=[C:25]([NH2:27])[N:24]=[C:23]2[C:19]=1[N:20]=[CH:21][NH:22]2.CC([O-])=O.[Na+].CO, predict the reaction product. The product is: [NH2:27][C:25]1[N:24]=[C:23]2[C:19]([N:20]=[CH:21][N:22]2[CH2:15][C:5]2[C:6]3[CH2:7][C:8]([CH3:14])([CH3:13])[CH2:9][C:10](=[O:12])[C:11]=3[N:3]([CH2:1][CH3:2])[N:4]=2)=[C:18]([Cl:17])[N:26]=1. (8) Given the reactants [C:1]([O:5][C:6]([NH:8][CH:9]1[CH2:13][CH2:12][NH:11][CH2:10]1)=[O:7])([CH3:4])([CH3:3])[CH3:2].C(N(CC)CC)C.[CH3:21][S:22](Cl)(=[O:24])=[O:23], predict the reaction product. The product is: [C:1]([O:5][C:6](=[O:7])[NH:8][CH:9]1[CH2:13][CH2:12][N:11]([S:22]([CH3:21])(=[O:24])=[O:23])[CH2:10]1)([CH3:4])([CH3:2])[CH3:3]. (9) Given the reactants [C:1]1([C:14]2[CH:19]=[CH:18][CH:17]=[CH:16][CH:15]=2)[CH:6]=[CH:5][C:4]([NH:7][C:8](=[O:13])[CH2:9][C:10]([OH:12])=O)=[CH:3][CH:2]=1.CCN(C(C)C)C(C)C.C1C=CC2N(O)N=NC=2C=1.CCN=C=NCCCN(C)C.Cl.Cl.Cl.[CH3:53][C:54]1[C:59]([CH3:60])=[CH:58][CH:57]=[CH:56][C:55]=1[NH:61][CH:62]1[CH2:67][CH2:66][NH:65][CH2:64][CH2:63]1, predict the reaction product. The product is: [C:1]1([C:14]2[CH:19]=[CH:18][CH:17]=[CH:16][CH:15]=2)[CH:2]=[CH:3][C:4]([NH:7][C:8](=[O:13])[CH2:9][C:10]([N:65]2[CH2:66][CH2:67][CH:62]([NH:61][C:55]3[CH:56]=[CH:57][CH:58]=[C:59]([CH3:60])[C:54]=3[CH3:53])[CH2:63][CH2:64]2)=[O:12])=[CH:5][CH:6]=1.